Dataset: Full USPTO retrosynthesis dataset with 1.9M reactions from patents (1976-2016). Task: Predict the reactants needed to synthesize the given product. (1) Given the product [C:4]([C:17]1[CH:22]=[CH:21][C:1]([C:3]2[C:4]([C:17]3[CH:18]=[CH:19][CH:20]=[CH:21][CH:22]=3)=[N:5][C:6]3[C:11]([N:12]=2)=[CH:10][C:9]([C:13]([OH:15])=[O:14])=[CH:8][CH:7]=3)=[CH:19][CH:18]=1)#[N:5], predict the reactants needed to synthesize it. The reactants are: [C:1]([C:3]1[C:4]([C:17]2[CH:22]=[CH:21][CH:20]=[CH:19][CH:18]=2)=[N:5][C:6]2[C:11]([N:12]=1)=[CH:10][C:9]([C:13]([O:15]C)=[O:14])=[CH:8][CH:7]=2)#N.[OH-].[Na+].Cl. (2) The reactants are: [CH3:1][N:2]1[CH:6]=[C:5]([CH3:7])[C:4]([C:8]([O:10]CC)=[O:9])=[N:3]1.[OH-].[Na+]. Given the product [CH3:1][N:2]1[CH:6]=[C:5]([CH3:7])[C:4]([C:8]([OH:10])=[O:9])=[N:3]1, predict the reactants needed to synthesize it. (3) Given the product [Cl:25][C:15]1[CH:14]=[C:13](/[C:4](=[CH:5]\[CH:6]2[CH2:12][CH2:11][CH2:10][CH2:9][CH2:8][CH2:7]2)/[C:3]([OH:26])=[O:2])[CH:18]=[CH:17][C:16]=1[N:19]1[C:23]([CH3:24])=[N:22][N:21]=[N:20]1, predict the reactants needed to synthesize it. The reactants are: C[O:2][C:3](=[O:26])/[C:4](/[C:13]1[CH:18]=[CH:17][C:16]([N:19]2[C:23]([CH3:24])=[N:22][N:21]=[N:20]2)=[C:15]([Cl:25])[CH:14]=1)=[CH:5]/[CH:6]1[CH2:12][CH2:11][CH2:10][CH2:9][CH2:8][CH2:7]1.[OH-].[Na+]. (4) Given the product [CH3:21][O:20][C:17]1[CH:18]=[C:19]2[C:14](=[CH:15][C:16]=1[O:22][CH3:23])[NH:13][C:12](=[O:24])/[C:11]/2=[CH:10]/[C:7]1[CH:6]=[CH:5][C:4]([O:3][P:1](=[O:2])([OH:28])[OH:25])=[CH:9][CH:8]=1, predict the reactants needed to synthesize it. The reactants are: [P:1]([O:28]CC)([O:25]CC)([O:3][C:4]1[CH:9]=[CH:8][C:7](/[CH:10]=[C:11]2/[C:12](=[O:24])[NH:13][C:14]3[C:19]/2=[CH:18][C:17]([O:20][CH3:21])=[C:16]([O:22][CH3:23])[CH:15]=3)=[CH:6][CH:5]=1)=[O:2].C[Si](Br)(C)C.Cl. (5) Given the product [NH2:19][CH2:18][CH2:17][CH2:16][CH2:15][C:10]1[CH:11]=[C:12]2[C:7](=[CH:8][CH:9]=1)[CH:6]=[C:5]([O:4][CH2:3][CH:2]([OH:1])[CH2:30][OH:31])[CH:14]=[CH:13]2, predict the reactants needed to synthesize it. The reactants are: [OH:1][CH:2]([CH2:30][OH:31])[CH2:3][O:4][C:5]1[CH:6]=[C:7]2[C:12](=[CH:13][CH:14]=1)[CH:11]=[C:10]([C:15]#[C:16][CH2:17][CH2:18][NH:19]C(=O)OCC1C=CC=CC=1)[CH:9]=[CH:8]2. (6) Given the product [CH3:1][O:2][C:3](=[O:34])[CH2:4][C@H:5]1[C:9]2[CH:10]=[CH:11][C:12]([O:14][C@H:15]3[C:23]4[C:18](=[C:19]([C:36]5[C:37]([CH3:51])=[CH:38][C:39]([C:43]6[N:44]=[N:45][CH:46]=[C:47]([O:49][CH3:50])[CH:48]=6)=[CH:40][C:41]=5[CH3:42])[CH:20]=[CH:21][C:22]=4[F:24])[CH2:17][CH2:16]3)=[CH:13][C:8]=2[O:7][CH2:6]1, predict the reactants needed to synthesize it. The reactants are: [CH3:1][O:2][C:3](=[O:34])[CH2:4][C@H:5]1[C:9]2[CH:10]=[CH:11][C:12]([O:14][C@H:15]3[C:23]4[C:18](=[C:19](B5OC(C)(C)C(C)(C)O5)[CH:20]=[CH:21][C:22]=4[F:24])[CH2:17][CH2:16]3)=[CH:13][C:8]=2[O:7][CH2:6]1.Cl[C:36]1[C:41]([CH3:42])=[CH:40][C:39]([C:43]2[N:44]=[N:45][CH:46]=[C:47]([O:49][CH3:50])[CH:48]=2)=[CH:38][C:37]=1[CH3:51].BrC1C=CC(F)=C2C=1CC[C@H]2OC1C=CC2[C@H](CC(OC)=O)COC=2C=1. (7) Given the product [N:33]1([NH:32][C:27](=[O:29])[C:26]2[CH:30]=[CH:31][C:23]([N:16]3[C:17]4[C:22](=[CH:21][CH:20]=[CH:19][CH:18]=4)[N:13]([C:11]([N:8]4[CH2:9][CH2:10][CH:6]([C:4]5[CH:3]=[N:2][NH:1][CH:5]=5)[CH2:7]4)=[O:12])[CH2:14][CH2:15]3)=[CH:24][CH:25]=2)[CH2:38][CH2:37][CH2:36][CH2:35][CH2:34]1, predict the reactants needed to synthesize it. The reactants are: [NH:1]1[CH:5]=[C:4]([CH:6]2[CH2:10][CH2:9][N:8]([C:11]([N:13]3[C:22]4[C:17](=[CH:18][CH:19]=[CH:20][CH:21]=4)[N:16]([C:23]4[CH:31]=[CH:30][C:26]([C:27]([OH:29])=O)=[CH:25][CH:24]=4)[CH2:15][CH2:14]3)=[O:12])[CH2:7]2)[CH:3]=[N:2]1.[NH2:32][N:33]1[CH2:38][CH2:37][CH2:36][CH2:35][CH2:34]1.OC1C2N=NNC=2C=CC=1.CCN=C=NCCCN(C)C.Cl.